This data is from Forward reaction prediction with 1.9M reactions from USPTO patents (1976-2016). The task is: Predict the product of the given reaction. (1) Given the reactants [NH2:1][C:2]1[CH:3]=[C:4]([C:8]2[C:16]3[C:11](=[CH:12][CH:13]=[CH:14][CH:15]=3)[N:10]([CH2:17][C:18]3[CH:23]=[CH:22][CH:21]=[C:20]([O:24][CH3:25])[CH:19]=3)[C:9]=2[C:26]([O:28][CH2:29][CH3:30])=[O:27])[CH:5]=[CH:6][CH:7]=1.[N:31]1[CH:36]=[CH:35][CH:34]=C[CH:32]=1.C(Cl)(Cl)=[O:38].C1(N)CC1.Cl, predict the reaction product. The product is: [CH:36]1([NH:31][C:32]([NH:1][C:2]2[CH:3]=[C:4]([C:8]3[C:16]4[C:11](=[CH:12][CH:13]=[CH:14][CH:15]=4)[N:10]([CH2:17][C:18]4[CH:23]=[CH:22][CH:21]=[C:20]([O:24][CH3:25])[CH:19]=4)[C:9]=3[C:26]([O:28][CH2:29][CH3:30])=[O:27])[CH:5]=[CH:6][CH:7]=2)=[O:38])[CH2:34][CH2:35]1. (2) Given the reactants CC1C=CC(S(O[CH2:12][C@@H:13]2[O:27][C:17]3=[C:18]4[C:23](=[CH:24][CH:25]=[C:16]3[O:15][CH2:14]2)[N:22]=[C:21]([CH3:26])[CH:20]=[CH:19]4)(=O)=O)=CC=1.[F:28][C:29]1[CH:30]=[CH:31][CH:32]=[C:33]2[C:37]=1[NH:36][CH:35]=[C:34]2[C:38]1[CH2:39][CH2:40][NH:41][CH2:42][CH:43]=1, predict the reaction product. The product is: [F:28][C:29]1[CH:30]=[CH:31][CH:32]=[C:33]2[C:37]=1[NH:36][CH:35]=[C:34]2[C:38]1[CH2:39][CH2:40][N:41]([CH2:12][CH:13]2[O:27][C:17]3=[C:18]4[C:23](=[CH:24][CH:25]=[C:16]3[O:15][CH2:14]2)[N:22]=[C:21]([CH3:26])[CH:20]=[CH:19]4)[CH2:42][CH:43]=1. (3) Given the reactants [CH:1]([N:4]1[C:8]([CH3:9])=[CH:7][C:6]([CH2:10]O)=[N:5]1)([CH3:3])[CH3:2].S(Cl)([Cl:14])=O, predict the reaction product. The product is: [ClH:14].[Cl:14][CH2:10][C:6]1[CH:7]=[C:8]([CH3:9])[N:4]([CH:1]([CH3:3])[CH3:2])[N:5]=1. (4) Given the reactants [CH3:1][C:2]([CH3:44])([CH3:43])[CH2:3][O:4][C:5](=[O:42])[N:6]=[C:7]([NH2:41])[C:8]1[CH:13]=[CH:12][C:11]([NH:14][CH:15]([C:28]2[CH:33]=[C:32]([O:34][CH3:35])[CH:31]=[C:30]([O:36][CH2:37][CH2:38][OH:39])[C:29]=2[F:40])[C:16]2[NH:20][C:19](=[O:21])[N:18]([C:22]3[N:27]=[CH:26][CH:25]=[CH:24][N:23]=3)[N:17]=2)=[CH:10][CH:9]=1.[Cl:45][CH2:46]Cl.C(=O)([O-])O.[Na+].S(Cl)(OCCl)(=O)=O, predict the reaction product. The product is: [CH3:1][C:2]([CH3:44])([CH3:43])[CH2:3][O:4][C:5](=[O:42])[N:6]=[C:7]([NH2:41])[C:8]1[CH:9]=[CH:10][C:11]([NH:14][CH:15]([C:16]2[N:20]=[C:19]([O:21][CH2:46][Cl:45])[N:18]([C:22]3[N:23]=[CH:24][CH:25]=[CH:26][N:27]=3)[N:17]=2)[C:28]2[CH:33]=[C:32]([O:34][CH3:35])[CH:31]=[C:30]([O:36][CH2:37][CH2:38][OH:39])[C:29]=2[F:40])=[CH:12][CH:13]=1. (5) Given the reactants [F:1][C:2]1[N:7]=[C:6]([C:8]2[CH:30]=[CH:29][C:11]([CH2:12][N:13]3[CH:21]=[C:20]4[C:15]([N:16]([CH2:25][CH:26]([CH3:28])[CH3:27])[C:17](=[O:24])[N:18]([CH3:23])[C:19]4=[O:22])=[CH:14]3)=[CH:10][CH:9]=2)[CH:5]=[CH:4][CH:3]=1.[Cl:31]N1C(=O)CCC1=O, predict the reaction product. The product is: [Cl:31][C:14]1[N:13]([CH2:12][C:11]2[CH:29]=[CH:30][C:8]([C:6]3[CH:5]=[CH:4][CH:3]=[C:2]([F:1])[N:7]=3)=[CH:9][CH:10]=2)[CH:21]=[C:20]2[C:19](=[O:22])[N:18]([CH3:23])[C:17](=[O:24])[N:16]([CH2:25][CH:26]([CH3:28])[CH3:27])[C:15]=12. (6) Given the reactants Cl[C:2]1[N:7]=[CH:6][N:5]=[C:4]([O:8][C:9]2[CH:14]=[CH:13][CH:12]=[CH:11][C:10]=2/[C:15](=[CH:20]\[O:21][CH3:22])/[C:16]([O:18][CH3:19])=[O:17])[CH:3]=1.[C:23](=[O:26])([O-])[O-].[K+].[K+].C1N2[CH2:35][CH2:36][N:31](CC2)C1, predict the reaction product. The product is: [C:36]([C:35]1[CH:11]=[CH:10][CH:9]=[CH:14][C:23]=1[O:26][C:2]1[N:7]=[CH:6][N:5]=[C:4]([O:8][C:9]2[CH:14]=[CH:13][CH:12]=[CH:11][C:10]=2/[C:15](=[CH:20]\[O:21][CH3:22])/[C:16]([O:18][CH3:19])=[O:17])[CH:3]=1)#[N:31]. (7) Given the reactants O=[C:2]([CH3:23])[CH:3]([C:14]1[C:15](=O)[C:16](=[O:21])[C:17]=1[O:18]CC)[C:4]1[CH:9]=[CH:8][C:7]([C:10]([F:13])([F:12])[F:11])=[CH:6][CH:5]=1.[NH2:24][CH:25]([C:27]([CH3:30])([CH3:29])[CH3:28])[CH3:26].C([O:33]CC)C, predict the reaction product. The product is: [O:33]=[CH:23][CH2:2][CH:3]([C:14]1[C:17](=[O:18])[C:16](=[O:21])[C:15]=1[NH:24][CH:25]([CH3:26])[C:27]([CH3:30])([CH3:29])[CH3:28])[C:4]1[CH:5]=[CH:6][C:7]([C:10]([F:11])([F:12])[F:13])=[CH:8][CH:9]=1.